Dataset: Forward reaction prediction with 1.9M reactions from USPTO patents (1976-2016). Task: Predict the product of the given reaction. (1) Given the reactants Cl.[NH:2]1[CH2:5][CH:4]([C:6]#[N:7])[CH2:3]1.C(N(CC)CC)C.[Cl:15][C:16]1[CH:17]=[C:18]([CH:21]=[CH:22][C:23]=1[Cl:24])[CH2:19]Br, predict the reaction product. The product is: [Cl:15][C:16]1[CH:17]=[C:18]([CH:21]=[CH:22][C:23]=1[Cl:24])[CH2:19][N:2]1[CH2:5][CH:4]([C:6]#[N:7])[CH2:3]1. (2) Given the reactants [CH2:1]([O:8][C:9](=[O:33])[C:10]1[CH:15]=[C:14](Br)[C:13]([O:17][CH2:18][C:19]2[CH:24]=[CH:23][CH:22]=[CH:21][CH:20]=2)=[CH:12][C:11]=1[O:25][CH2:26][C:27]1[CH:32]=[CH:31][CH:30]=[CH:29][CH:28]=1)[C:2]1[CH:7]=[CH:6][CH:5]=[CH:4][CH:3]=1.[CH:34]([C:37]1[CH:38]=[CH:39][C:40]([O:46][CH3:47])=[C:41](B(O)O)[CH:42]=1)([CH3:36])[CH3:35].C(O)C.C([O-])(O)=O.[Na+], predict the reaction product. The product is: [CH2:1]([O:8][C:9]([C:10]1[CH:15]=[C:14]([C:41]2[CH:42]=[C:37]([CH:34]([CH3:36])[CH3:35])[CH:38]=[CH:39][C:40]=2[O:46][CH3:47])[C:13]([O:17][CH2:18][C:19]2[CH:24]=[CH:23][CH:22]=[CH:21][CH:20]=2)=[CH:12][C:11]=1[O:25][CH2:26][C:27]1[CH:32]=[CH:31][CH:30]=[CH:29][CH:28]=1)=[O:33])[C:2]1[CH:7]=[CH:6][CH:5]=[CH:4][CH:3]=1. (3) Given the reactants [CH2:1]([O:8][C:9]1[CH:17]=[CH:16][CH:15]=[C:14]2[C:10]=1[CH:11]=[CH:12][NH:13]2)[C:2]1[CH:7]=[CH:6][CH:5]=[CH:4][CH:3]=1.[OH-].[Na+].[F:20][C:21]1[CH:26]=[CH:25][CH:24]=[CH:23][C:22]=1[S:27](Cl)(=[O:29])=[O:28], predict the reaction product. The product is: [CH2:1]([O:8][C:9]1[CH:17]=[CH:16][CH:15]=[C:14]2[C:10]=1[CH:11]=[CH:12][N:13]2[S:27]([C:22]1[CH:23]=[CH:24][CH:25]=[CH:26][C:21]=1[F:20])(=[O:29])=[O:28])[C:2]1[CH:3]=[CH:4][CH:5]=[CH:6][CH:7]=1. (4) Given the reactants [C:1]([C:3]1[C:4]([N:16]2[CH2:21][CH2:20][CH:19]([C:22]([OH:24])=O)[CH2:18][CH2:17]2)=[N:5][C:6]([O:14][CH3:15])=[C:7]([C:9]([O:11][CH2:12][CH3:13])=[O:10])[CH:8]=1)#[N:2].[F:25][C:26]1[C:31]([F:32])=[CH:30][CH:29]=[CH:28][C:27]=1[CH2:33][S:34]([NH2:37])(=[O:36])=[O:35], predict the reaction product. The product is: [C:1]([C:3]1[C:4]([N:16]2[CH2:17][CH2:18][CH:19]([C:22](=[O:24])[NH:37][S:34]([CH2:33][C:27]3[CH:28]=[CH:29][CH:30]=[C:31]([F:32])[C:26]=3[F:25])(=[O:35])=[O:36])[CH2:20][CH2:21]2)=[N:5][C:6]([O:14][CH3:15])=[C:7]([CH:8]=1)[C:9]([O:11][CH2:12][CH3:13])=[O:10])#[N:2].